From a dataset of Retrosynthesis with 50K atom-mapped reactions and 10 reaction types from USPTO. Predict the reactants needed to synthesize the given product. (1) Given the product O=C(Nc1ccnnc1)c1cc(Br)ccc1OCc1ccccc1, predict the reactants needed to synthesize it. The reactants are: Nc1ccnnc1.O=C(O)c1cc(Br)ccc1OCc1ccccc1. (2) Given the product Cc1sc(N2CCN(C(=O)OC(C)(C)C)[C@@H](CC(C)C)C2)nc1C(=O)c1cccnc1F, predict the reactants needed to synthesize it. The reactants are: CON(C)C(=O)c1cccnc1F.Cc1sc(N2CCN(C(=O)OC(C)(C)C)[C@@H](CC(C)C)C2)nc1Br.